This data is from Full USPTO retrosynthesis dataset with 1.9M reactions from patents (1976-2016). The task is: Predict the reactants needed to synthesize the given product. Given the product [F:55][C:49]1[CH:50]=[CH:51][C:52]([F:54])=[CH:53][C:48]=1[CH:47]=[C:44]1[CH2:43][CH2:42][N:41]([C:39]([NH:38][CH:35]2[CH2:36][CH2:37][N:32]([C:13](=[O:14])[NH:1][C:2]3[CH:7]=[CH:6][CH:5]=[CH:4][N:3]=3)[CH2:33][CH2:34]2)=[O:40])[CH2:46][CH2:45]1, predict the reactants needed to synthesize it. The reactants are: [NH2:1][C:2]1[CH:7]=[CH:6][CH:5]=[CH:4][N:3]=1.C1N=CN([C:13](N2C=NC=C2)=[O:14])C=1.CCN(CC)CC.ClC1C=C(C=CC=1OC)C[N:32]1[CH2:37][CH2:36][CH:35]([NH:38][C:39]([N:41]2[CH2:46][CH2:45][C:44](=[CH:47][C:48]3[CH:53]=[C:52]([F:54])[CH:51]=[CH:50][C:49]=3[F:55])[CH2:43][CH2:42]2)=[O:40])[CH2:34][CH2:33]1.